Dataset: Forward reaction prediction with 1.9M reactions from USPTO patents (1976-2016). Task: Predict the product of the given reaction. (1) Given the reactants F[C:2]1C=CC=C(F)C=1CN1C(=O)C=CC(CC2C3C(=CC=CC=3)N(CC(O)=O)C=2C)=C1.[Cl:32][C:33]1[CH:34]=[C:35]2[C:39](=[CH:40][CH:41]=1)[N:38]([CH2:42][C:43]([O:45][CH3:46])=[O:44])[CH:37]=[C:36]2[CH2:47][C:48]1[CH:49]=[N:50][C:51]([O:54]C)=[CH:52][CH:53]=1.[F:56][C:57]1[CH:64]=[C:63]([F:65])[CH:62]=[CH:61][C:58]=1[CH2:59]Br.[I-].[Na+], predict the reaction product. The product is: [Cl:32][C:33]1[CH:34]=[C:35]2[C:39](=[CH:40][CH:41]=1)[N:38]([CH2:42][C:43]([O:45][CH3:46])=[O:44])[C:37]([CH3:2])=[C:36]2[CH2:47][C:48]1[CH:53]=[CH:52][C:51](=[O:54])[N:50]([CH2:59][C:58]2[CH:61]=[CH:62][C:63]([F:65])=[CH:64][C:57]=2[F:56])[CH:49]=1. (2) The product is: [CH3:1][O:13][C:12](=[O:14])[C:11]1[CH:15]=[CH:16][C:8]([F:7])=[N:9][CH:10]=1. Given the reactants [C:1]([O-])([O-])=O.[K+].[K+].[F:7][C:8]1[CH:16]=[CH:15][C:11]([C:12]([OH:14])=[O:13])=[CH:10][N:9]=1.CI, predict the reaction product.